This data is from Reaction yield outcomes from USPTO patents with 853,638 reactions. The task is: Predict the reaction yield, written as a fraction of the theoretical maximum amount of product (1.0 means a 100% yield; for example, 0.34 means a 34% yield). The reactants are [CH3:1][C@H:2]1[CH2:11][C@@H:10]([NH:12][C:13]2[CH:18]=[CH:17][CH:16]=[CH:15][CH:14]=2)[C:9]2[C:4](=[CH:5][CH:6]=[CH:7][CH:8]=2)[N:3]1[C:19](=[O:21])[CH3:20].[O:22]1[CH:26]=[CH:25][CH:24]=[C:23]1[C:27](Cl)=[O:28].N1C=CC=CC=1. The catalyst is C1(C)C=CC=CC=1. The product is [C:19]([N:3]1[C:4]2[C:9](=[CH:8][CH:7]=[CH:6][CH:5]=2)[C@H:10]([N:12]([C:13]2[CH:14]=[CH:15][CH:16]=[CH:17][CH:18]=2)[C:27]([C:23]2[O:22][CH:26]=[CH:25][CH:24]=2)=[O:28])[CH2:11][C@@H:2]1[CH3:1])(=[O:21])[CH3:20]. The yield is 0.400.